Dataset: Reaction yield outcomes from USPTO patents with 853,638 reactions. Task: Predict the reaction yield, written as a fraction of the theoretical maximum amount of product (1.0 means a 100% yield; for example, 0.34 means a 34% yield). (1) The reactants are [F:1][C:2]([F:11])([F:10])[C:3]1[N:8]=[N:7][C:6]([NH2:9])=[CH:5][CH:4]=1.CC1(C)C2C(=C(P(C3C=CC=CC=3)C3C=CC=CC=3)C=CC=2)OC2C(P(C3C=CC=CC=3)C3C=CC=CC=3)=CC=CC1=2.Br[C:55]1[C:56](=[O:63])[N:57]([CH3:62])[CH:58]=[C:59]([Br:61])[CH:60]=1.C([O-])([O-])=O.[Cs+].[Cs+]. The catalyst is C1C=CC(/C=C/C(/C=C/C2C=CC=CC=2)=O)=CC=1.C1C=CC(/C=C/C(/C=C/C2C=CC=CC=2)=O)=CC=1.C1C=CC(/C=C/C(/C=C/C2C=CC=CC=2)=O)=CC=1.[Pd].[Pd].O1CCOCC1. The product is [Br:61][C:59]1[CH:60]=[C:55]([NH:9][C:6]2[N:7]=[N:8][C:3]([C:2]([F:1])([F:10])[F:11])=[CH:4][CH:5]=2)[C:56](=[O:63])[N:57]([CH3:62])[CH:58]=1. The yield is 0.890. (2) The catalyst is CO. The reactants are [Cl:1][C:2]1[N:3]=[C:4](Cl)[C:5]2[CH2:11][O:10][CH2:9][CH:8]([C:12]3[CH:17]=[CH:16][CH:15]=[CH:14][CH:13]=3)[C:6]=2[N:7]=1.Cl.CN.[CH:22]([N:25](CC)C(C)C)(C)C. The product is [Cl:1][C:2]1[N:3]=[C:4]([NH:25][CH3:22])[C:5]2[CH2:11][O:10][CH2:9][CH:8]([C:12]3[CH:17]=[CH:16][CH:15]=[CH:14][CH:13]=3)[C:6]=2[N:7]=1. The yield is 0.662. (3) The reactants are [OH:1][C:2]1[CH:3]=[C:4]2[C:9](=[CH:10][CH:11]=1)[CH:8]=[C:7]([C@:12]1([CH3:18])[CH2:16][O:15][C:14](=[O:17])[NH:13]1)[CH:6]=[CH:5]2.O1CCCC1.[C:24]([C@@H:28]1[CH2:33][CH2:32][C@H:31](O)[CH2:30][CH2:29]1)([CH3:27])([CH3:26])[CH3:25].C1(P(C2C=CC=CC=2)C2C=CC=CC=2)C=CC=CC=1.N(C(OC(C)C)=O)=NC(OC(C)C)=O. No catalyst specified. The product is [C:24]([C@H:28]1[CH2:33][CH2:32][C@H:31]([O:1][C:2]2[CH:3]=[C:4]3[C:9](=[CH:10][CH:11]=2)[CH:8]=[C:7]([C@:12]2([CH3:18])[CH2:16][O:15][C:14](=[O:17])[NH:13]2)[CH:6]=[CH:5]3)[CH2:30][CH2:29]1)([CH3:27])([CH3:26])[CH3:25]. The yield is 0.660. (4) The reactants are CC(OC(/[N:7]=N/C(OC(C)C)=O)=O)C.[C:32]1(P([C:28]2[CH:33]=[CH:32][CH:31]=CC=2)[C:32]2[CH:31]=CC=[CH:28][CH:33]=2)[CH:31]=CC=[CH:28][CH:33]=1.[C:34]([O:43][CH3:44])(=[O:42])[C:35]1[C:36](=[CH:38][CH:39]=[CH:40][CH:41]=1)[OH:37].[CH2:45]1[CH2:49]OCC1. No catalyst specified. The product is [CH3:44][O:43][C:34](=[O:42])[C:35]1[CH:41]=[CH:40][CH:39]=[CH:38][C:36]=1[O:37][CH2:49][CH2:45][N:7]1[CH2:31][CH2:32][CH2:33][CH2:28]1. The yield is 0.210. (5) The reactants are [Cl:1][C:2]1[C:7]([CH2:8][OH:9])=[C:6]([CH3:10])[N:5]=[C:4]2[N:11]([CH2:16][C:17]3[CH:22]=[CH:21][C:20]([O:23][CH3:24])=[CH:19][CH:18]=3)[C:12]([CH3:15])=[C:13]([CH3:14])[C:3]=12.C(N(CC)CC)C. The catalyst is CS(C)=O. The product is [Cl:1][C:2]1[C:7]([CH:8]=[O:9])=[C:6]([CH3:10])[N:5]=[C:4]2[N:11]([CH2:16][C:17]3[CH:18]=[CH:19][C:20]([O:23][CH3:24])=[CH:21][CH:22]=3)[C:12]([CH3:15])=[C:13]([CH3:14])[C:3]=12. The yield is 0.990. (6) The product is [Cl:1][C:2]1[C:11]2[C:6](=[CH:7][CH:8]=[C:9]([OH:12])[CH:10]=2)[O:5][C:4](=[O:14])[C:3]=1[C:15]1[CH:20]=[CH:19][CH:18]=[C:17]([OH:21])[CH:16]=1. The reactants are [Cl:1][C:2]1[C:11]2[C:6](=[CH:7][CH:8]=[C:9]([O:12]C)[CH:10]=2)[O:5][C:4](=[O:14])[C:3]=1[C:15]1[CH:20]=[CH:19][CH:18]=[C:17]([O:21]C)[CH:16]=1.B(Br)(Br)Br. The yield is 0.760. The catalyst is ClCCl. (7) The reactants are [CH:1]([C:3]1[CH:13]=[CH:12][C:6]([C:7]([O:9][CH2:10][CH3:11])=[O:8])=[C:5]([CH3:14])[CH:4]=1)=O.[C:15](=O)([O-])[O-].[K+].[K+]. The catalyst is O1CCOCC1.[Br-].C[P+](C1C=CC=CC=1)(C1C=CC=CC=1)C1C=CC=CC=1. The product is [CH3:14][C:5]1[CH:4]=[C:3]([CH:1]=[CH2:15])[CH:13]=[CH:12][C:6]=1[C:7]([O:9][CH2:10][CH3:11])=[O:8]. The yield is 0.720. (8) The reactants are [F:1][C:2]([F:54])([F:53])[C:3]1[CH:4]=[C:5]([CH:46]=[C:47]([C:49]([F:52])([F:51])[F:50])[CH:48]=1)[CH2:6][N:7]([C:29]1[N:34]=[CH:33][C:32]([C:35]2[CH:36]=[N:37][N:38](C3CCCCO3)[CH:39]=2)=[CH:31][N:30]=1)[C@@H:8]1[CH2:12][N:11]([C:13]2[C:18]([Cl:19])=[CH:17][N:16]=[C:15]([N:20]3[CH2:25][CH2:24][CH:23]([OH:26])[CH2:22][CH2:21]3)[N:14]=2)[C@H:10]([CH2:27][CH3:28])[CH2:9]1.Cl.CO.C([O-])(O)=O.[Na+]. The catalyst is ClCCl. The product is [F:54][C:2]([F:1])([F:53])[C:3]1[CH:4]=[C:5]([CH:46]=[C:47]([C:49]([F:50])([F:52])[F:51])[CH:48]=1)[CH2:6][N:7]([C:29]1[N:30]=[CH:31][C:32]([C:35]2[CH:39]=[N:38][NH:37][CH:36]=2)=[CH:33][N:34]=1)[C@@H:8]1[CH2:12][N:11]([C:13]2[C:18]([Cl:19])=[CH:17][N:16]=[C:15]([N:20]3[CH2:25][CH2:24][CH:23]([OH:26])[CH2:22][CH2:21]3)[N:14]=2)[C@H:10]([CH2:27][CH3:28])[CH2:9]1. The yield is 0.100. (9) The reactants are O1CCCC1.[C:6]([C:10]1[CH:16]=[CH:15][C:13]([NH2:14])=[CH:12][CH:11]=1)([CH3:9])([CH3:8])[CH3:7].C(N(CC)CC)C.[CH2:24]([O:26][C:27](=[O:31])[C:28](Cl)=[O:29])[CH3:25]. The catalyst is C(OCC)(=O)C.O. The product is [CH2:24]([O:26][C:27](=[O:31])[C:28]([NH:14][C:13]1[CH:12]=[CH:11][C:10]([C:6]([CH3:9])([CH3:7])[CH3:8])=[CH:16][CH:15]=1)=[O:29])[CH3:25]. The yield is 0.997. (10) The reactants are CS(C)=O.ClCCl.C(Cl)(=O)C(Cl)=O.[CH3:14][O:15][N:16]=[C:17]1[C:25]2[C:20](=[CH:21][C:22]([CH:26]([OH:35])[CH:27]([OH:34])[C:28]3[CH:33]=[CH:32][N:31]=[CH:30][CH:29]=3)=[CH:23][CH:24]=2)[CH2:19][CH2:18]1. The catalyst is ClCCl.CS(C)=O.C(N(CC)CC)C. The product is [CH3:14][O:15][N:16]=[C:17]1[C:25]2[C:20](=[CH:21][C:22]([C:26](=[O:35])[C:27]([C:28]3[CH:33]=[CH:32][N:31]=[CH:30][CH:29]=3)=[O:34])=[CH:23][CH:24]=2)[CH2:19][CH2:18]1. The yield is 0.940.